Dataset: Reaction yield outcomes from USPTO patents with 853,638 reactions. Task: Predict the reaction yield, written as a fraction of the theoretical maximum amount of product (1.0 means a 100% yield; for example, 0.34 means a 34% yield). (1) The product is [Cl:83][C:81]1[CH:80]=[CH:79][C:78]([N+:84]([O-:86])=[O:85])=[C:77]([NH:1][C:2]2[N:10]=[C:9]3[C:5]([NH:6][C:7](=[O:17])[N:8]3[CH:11]3[CH2:12][CH2:13][O:14][CH2:15][CH2:16]3)=[C:4]([C:18]3[CH:23]=[CH:22][N:21]=[CH:20][CH:19]=3)[N:3]=2)[CH:82]=1. The yield is 0.110. The reactants are [NH2:1][C:2]1[N:10]=[C:9]2[C:5]([NH:6][C:7](=[O:17])[N:8]2[CH:11]2[CH2:16][CH2:15][O:14][CH2:13][CH2:12]2)=[C:4]([C:18]2[CH:23]=[CH:22][N:21]=[CH:20][CH:19]=2)[N:3]=1.C(=O)([O-])[O-].[Cs+].[Cs+].C1C=CC(P(C2C(C3C(P(C4C=CC=CC=4)C4C=CC=CC=4)=CC=C4C=3C=CC=C4)=C3C(C=CC=C3)=CC=2)C2C=CC=CC=2)=CC=1.Br[C:77]1[CH:82]=[C:81]([Cl:83])[CH:80]=[CH:79][C:78]=1[N+:84]([O-:86])=[O:85]. The catalyst is C1(C)C=CC=CC=1.CC([O-])=O.CC([O-])=O.[Pd+2].CS(C)=O. (2) The reactants are C[O:2][C:3]1[CH:8]=[CH:7][C:6]([N:9]2[C:14](=[O:15])[C:13]([CH2:16][C:17]3[CH:22]=[CH:21][C:20]([C:23]4[C:24]([C:29]#[N:30])=[CH:25][CH:26]=[CH:27][CH:28]=4)=[CH:19][CH:18]=3)=[C:12]([CH2:31][CH2:32][CH3:33])[N:11]=[C:10]2[CH3:34])=[CH:5][CH:4]=1.B(Br)(Br)Br.C(OCC)(=O)C.O. The catalyst is C(Cl)Cl. The product is [OH:2][C:3]1[CH:4]=[CH:5][C:6]([N:9]2[C:14](=[O:15])[C:13]([CH2:16][C:17]3[CH:22]=[CH:21][C:20]([C:23]4[C:24]([C:29]#[N:30])=[CH:25][CH:26]=[CH:27][CH:28]=4)=[CH:19][CH:18]=3)=[C:12]([CH2:31][CH2:32][CH3:33])[N:11]=[C:10]2[CH3:34])=[CH:7][CH:8]=1. The yield is 1.00. (3) The catalyst is CN(C=O)C. The reactants are [Cl:1][C:2]1[CH:22]=[CH:21][C:5]([CH2:6][N:7]2[C:15](=[O:16])[C:14]3[N:13]([CH3:17])[C:12]([CH2:18][CH3:19])=[N:11][C:10]=3[NH:9][C:8]2=[O:20])=[CH:4][CH:3]=1.C([O-])([O-])=O.[Cs+].[Cs+].[CH2:29](Br)[C:30]1[CH:35]=[CH:34][CH:33]=[CH:32][CH:31]=1. The yield is 0.520. The product is [CH2:29]([N:9]1[C:10]2[N:11]=[C:12]([CH2:18][CH3:19])[N:13]([CH3:17])[C:14]=2[C:15](=[O:16])[N:7]([CH2:6][C:5]2[CH:21]=[CH:22][C:2]([Cl:1])=[CH:3][CH:4]=2)[C:8]1=[O:20])[C:30]1[CH:35]=[CH:34][CH:33]=[CH:32][CH:31]=1.